From a dataset of Catalyst prediction with 721,799 reactions and 888 catalyst types from USPTO. Predict which catalyst facilitates the given reaction. (1) Reactant: [NH2:1][C:2]1[CH:3]=[C:4]([CH2:9][C:10]([OH:12])=[O:11])[CH:5]=[CH:6][C:7]=1[OH:8].O(CC)[C:14]([S-:16])=S.[K+].I[CH3:21]. Product: [CH3:21][S:16][C:14]1[O:8][C:7]2[CH:6]=[CH:5][C:4]([CH2:9][C:10]([OH:12])=[O:11])=[CH:3][C:2]=2[N:1]=1. The catalyst class is: 14. (2) Reactant: F[C:2]1[CH:3]=[C:4]2[C:9](=[CH:10][CH:11]=1)[N:8]=[C:7]([C:12]1[CH:17]=[CH:16][CH:15]=[C:14]([C:18]([F:21])([F:20])[F:19])[CH:13]=1)[C:6]([CH3:22])=[C:5]2[C:23]([O:25][CH3:26])=[O:24].[CH3:27][S-:28].[Na+].[H-].[Na+].CI. Product: [CH3:22][C:6]1[C:7]([C:12]2[CH:17]=[CH:16][CH:15]=[C:14]([C:18]([F:21])([F:20])[F:19])[CH:13]=2)=[N:8][C:9]2[C:4]([C:5]=1[C:23]([O:25][CH3:26])=[O:24])=[CH:3][C:2]([S:28][CH3:27])=[CH:11][CH:10]=2. The catalyst class is: 35. (3) Reactant: Cl[CH2:2][CH2:3][O:4][C:5]1[CH:6]=[C:7]([C:11]2[CH:12]=[C:13]3[C:18](=[CH:19][CH:20]=2)[N:17]=[C:16]([C:21]2[CH:22]=[N:23][CH:24]=[CH:25][CH:26]=2)[N:15]=[C:14]3[NH:27][CH3:28])[CH:8]=[CH:9][CH:10]=1.[CH3:29][O-:30].[Na+]. Product: [CH3:29][O:30][CH2:2][CH2:3][O:4][C:5]1[CH:6]=[C:7]([C:11]2[CH:12]=[C:13]3[C:18](=[CH:19][CH:20]=2)[N:17]=[C:16]([C:21]2[CH:22]=[N:23][CH:24]=[CH:25][CH:26]=2)[N:15]=[C:14]3[NH:27][CH3:28])[CH:8]=[CH:9][CH:10]=1. The catalyst class is: 5. (4) Reactant: Cl[C:2]1[C:7]([F:8])=[C:6]([N:9]2[CH2:14][CH2:13][N:12]([CH3:15])[C@@H:11]([CH3:16])[CH2:10]2)[N:5]=[C:4]([CH3:17])[N:3]=1.O.[NH2:19][NH2:20]. Product: [CH3:16][C@@H:11]1[N:12]([CH3:15])[CH2:13][CH2:14][N:9]([C:6]2[C:7]([F:8])=[C:2]([NH:19][NH2:20])[N:3]=[C:4]([CH3:17])[N:5]=2)[CH2:10]1. The catalyst class is: 16. (5) Product: [F:1][C:2]1[CH:3]=[C:4]([N:14]2[CH2:18][C@H:17]([C:19]([NH:21][OH:22])=[O:20])[O:16][C:15]2=[O:30])[CH:5]=[CH:6][C:7]=1[N:8]1[CH2:13][CH2:12][O:11][CH2:10][CH2:9]1. The catalyst class is: 19. Reactant: [F:1][C:2]1[CH:3]=[C:4]([N:14]2[CH2:18][C@H:17]([C:19]([NH:21][O:22]CC3C=CC=CC=3)=[O:20])[O:16][C:15]2=[O:30])[CH:5]=[CH:6][C:7]=1[N:8]1[CH2:13][CH2:12][O:11][CH2:10][CH2:9]1. (6) Reactant: [C:1]([O:5][C:6](=[O:20])[NH:7][C@@H:8]1[C:14](=[O:15])[NH:13][C:12]2[CH:16]=[CH:17][CH:18]=[CH:19][C:11]=2[NH:10][CH2:9]1)([CH3:4])([CH3:3])[CH3:2].C([N:23]([CH2:26][CH3:27])[CH2:24][CH3:25])C.[C:28](Cl)(=[O:38])[C:29]1[CH:37]=[CH:36][C:32]([C:33](Cl)=[O:34])=[CH:31][CH:30]=1. Product: [C:1]([O:5][C:6]([NH:7][C@@H:8]1[C:14](=[O:15])[NH:13][C:12]2[CH:16]=[CH:17][CH:18]=[CH:19][C:11]=2[N:10]([C:28]([C:29]2[CH:37]=[CH:36][C:32]([C:33]([N:23]3[C:24]4[CH:25]=[CH:18][CH:19]=[CH:11][C:12]=4[NH:13][C:14](=[O:15])[C@@H:27]([NH:7][C:6](=[O:20])[O:5][C:1]([CH3:3])([CH3:2])[CH3:4])[CH2:26]3)=[O:34])=[CH:31][CH:30]=2)=[O:38])[CH2:9]1)=[O:20])([CH3:4])([CH3:2])[CH3:3]. The catalyst class is: 1.